From a dataset of Forward reaction prediction with 1.9M reactions from USPTO patents (1976-2016). Predict the product of the given reaction. (1) Given the reactants Br[C:2]1[C:3]([F:28])=[C:4]([N:8]2[CH:13]=[C:12]([O:14][CH3:15])[C:11](=[O:16])[C:10]([C:17]3[N:21]([C:22]4[CH:27]=[CH:26][CH:25]=[CH:24][CH:23]=4)[N:20]=[CH:19][CH:18]=3)=[N:9]2)[CH:5]=[CH:6][CH:7]=1.[NH:29]1[CH2:34][CH2:33][O:32][CH2:31][CH2:30]1.CC([O-])(C)C.[Na+].CC1(C)C2C(=C(P(C3C=CC=CC=3)C3C=CC=CC=3)C=CC=2)OC2C(P(C3C=CC=CC=3)C3C=CC=CC=3)=CC=CC1=2, predict the reaction product. The product is: [F:28][C:3]1[C:2]([N:29]2[CH2:34][CH2:33][O:32][CH2:31][CH2:30]2)=[CH:7][CH:6]=[CH:5][C:4]=1[N:8]1[CH:13]=[C:12]([O:14][CH3:15])[C:11](=[O:16])[C:10]([C:17]2[N:21]([C:22]3[CH:27]=[CH:26][CH:25]=[CH:24][CH:23]=3)[N:20]=[CH:19][CH:18]=2)=[N:9]1. (2) Given the reactants N1(C2C=CC(C3C=C4C5C(=CN=C(C6C=NC=CC=6)C=5)NC4=NC=3)=CC=2)CCNCC1.[CH3:32][C:33]1[C:38]([C:39]2[CH:40]=[C:41]3[C:51]4[C:46](=[CH:47][N:48]=[C:49]([C:52]5[CH:53]=[N:54][CH:55]=[CH:56][CH:57]=5)[CH:50]=4)[NH:45][C:42]3=[N:43][CH:44]=2)=[CH:37][N:36]=[C:35]([N:58]2[CH2:63][CH2:62][N:61](C(OC(C)(C)C)=O)[CH2:60][CH2:59]2)[CH:34]=1, predict the reaction product. The product is: [CH3:32][C:33]1[CH:34]=[C:35]([N:58]2[CH2:63][CH2:62][NH:61][CH2:60][CH2:59]2)[N:36]=[CH:37][C:38]=1[C:39]1[CH:40]=[C:41]2[C:51]3[C:46](=[CH:47][N:48]=[C:49]([C:52]4[CH:53]=[N:54][CH:55]=[CH:56][CH:57]=4)[CH:50]=3)[NH:45][C:42]2=[N:43][CH:44]=1. (3) Given the reactants [CH3:1][C:2]1[CH:7]=[C:6]([C:8]2[C:16]3[C:11](=[CH:12][CH:13]=[C:14]([C:17]([OH:19])=O)[CH:15]=3)[N:10]([C:20]([C:33]3[CH:38]=[CH:37][CH:36]=[CH:35][CH:34]=3)([C:27]3[CH:32]=[CH:31][CH:30]=[CH:29][CH:28]=3)[C:21]3[CH:26]=[CH:25][CH:24]=[CH:23][CH:22]=3)[N:9]=2)[CH:5]=[CH:4][N:3]=1.[NH2:39][CH:40]1[CH2:45][CH2:44][CH2:43][C:42]([CH2:50][C:51]2[CH:56]=[CH:55][C:54]([F:57])=[CH:53][CH:52]=2)([C:46]([O:48][CH3:49])=[O:47])[CH2:41]1.CN(C(ON1N=NC2C=CC=NC1=2)=[N+](C)C)C.F[P-](F)(F)(F)(F)F.C(N(C(C)C)CC)(C)C, predict the reaction product. The product is: [F:57][C:54]1[CH:53]=[CH:52][C:51]([CH2:50][C:42]2([C:46]([O:48][CH3:49])=[O:47])[CH2:43][CH2:44][CH2:45][CH:40]([NH:39][C:17]([C:14]3[CH:15]=[C:16]4[C:11](=[CH:12][CH:13]=3)[N:10]([C:20]([C:27]3[CH:32]=[CH:31][CH:30]=[CH:29][CH:28]=3)([C:33]3[CH:38]=[CH:37][CH:36]=[CH:35][CH:34]=3)[C:21]3[CH:26]=[CH:25][CH:24]=[CH:23][CH:22]=3)[N:9]=[C:8]4[C:6]3[CH:5]=[CH:4][N:3]=[C:2]([CH3:1])[CH:7]=3)=[O:19])[CH2:41]2)=[CH:56][CH:55]=1.